From a dataset of Catalyst prediction with 721,799 reactions and 888 catalyst types from USPTO. Predict which catalyst facilitates the given reaction. (1) Reactant: [Cl:1][C:2]1[C:7]([Cl:8])=[CH:6][CH:5]=[CH:4][C:3]=1[C:9]1[NH:13][N:12]=[N:11][N:10]=1.Cl[CH2:15][C:16]1[CH:21]=[CH:20][CH:19]=[CH:18][C:17]=1[O:22][CH3:23].C(N(CC)CC)C. Product: [Cl:1][C:2]1[C:7]([Cl:8])=[CH:6][CH:5]=[CH:4][C:3]=1[C:9]1[N:13]([CH2:15][C:16]2[CH:21]=[CH:20][CH:19]=[CH:18][C:17]=2[O:22][CH3:23])[N:12]=[N:11][N:10]=1. The catalyst class is: 23. (2) Reactant: [CH2:1]([O:8][C:9]([N:11]1[CH2:16][CH2:15][CH:14]([OH:17])[CH2:13][CH:12]1[C:18]1[CH:23]=[CH:22][CH:21]=[CH:20][C:19]=1[CH3:24])=[O:10])[C:2]1[CH:7]=[CH:6][CH:5]=[CH:4][CH:3]=1.[C:25](N1C=CN=C1)([N:27]1[CH:31]=[CH:30]N=C1)=[O:26].C(CN)[OH:38]. Product: [CH2:1]([O:8][C:9]([N:11]1[CH2:16][CH2:15][CH:14]([O:17][C:25]([NH:27][CH2:31][CH2:30][OH:38])=[O:26])[CH2:13][CH:12]1[C:18]1[CH:23]=[CH:22][CH:21]=[CH:20][C:19]=1[CH3:24])=[O:10])[C:2]1[CH:3]=[CH:4][CH:5]=[CH:6][CH:7]=1. The catalyst class is: 11.